Dataset: Full USPTO retrosynthesis dataset with 1.9M reactions from patents (1976-2016). Task: Predict the reactants needed to synthesize the given product. (1) Given the product [Cl:1][C:2]1[CH:7]=[CH:6][C:5]([C:8]2[CH:13]=[CH:12][CH:11]=[CH:10][C:9]=2[S:14]([NH:17][C:18]2[CH:19]=[CH:20][C:21]([O:30][CH3:31])=[C:22]3[C:27]=2[CH2:26][CH2:25][C@H:24]([CH2:48][NH:49][C:32](=[O:33])[O:34][C:35]([CH3:38])([CH3:37])[CH3:36])[CH2:23]3)(=[O:16])=[O:15])=[CH:4][CH:3]=1, predict the reactants needed to synthesize it. The reactants are: [Cl:1][C:2]1[CH:7]=[CH:6][C:5]([C:8]2[C:9]([S:14]([NH:17][C:18]3[C:27]4[CH2:26][CH2:25][C@H:24](NC)[CH2:23][C:22]=4[C:21]([O:30][CH3:31])=[CH:20][CH:19]=3)(=[O:16])=[O:15])=[CH:10][CH:11]=[CH:12][CH:13]=2)=[CH:4][CH:3]=1.[C:32](O[C:32]([O:34][C:35]([CH3:38])([CH3:37])[CH3:36])=[O:33])([O:34][C:35]([CH3:38])([CH3:37])[CH3:36])=[O:33].C[CH2:48][N:49](C(C)C)C(C)C. (2) Given the product [CH3:1][C:2]1[CH:10]=[C:9]([O:11][C:12]([F:15])([F:14])[F:13])[CH:8]=[CH:7][C:3]=1[C:4]([NH2:20])=[O:5], predict the reactants needed to synthesize it. The reactants are: [CH3:1][C:2]1[CH:10]=[C:9]([O:11][C:12]([F:15])([F:14])[F:13])[CH:8]=[CH:7][C:3]=1[C:4](O)=[O:5].S(Cl)(Cl)=O.[NH3:20]. (3) Given the product [C:13]1([C:35]2[CH:40]=[CH:39][CH:38]=[CH:37][CH:36]=2)[CH:14]=[CH:15][C:16]([CH2:19][C@H:20]2[N:24](/[CH:25]=[CH:41]/[C:42]3[CH:47]=[CH:46][CH:45]=[CH:44][CH:43]=3)[C:52](=[O:55])[C:22](=[CH2:23])[CH2:21]2)=[CH:17][CH:18]=1, predict the reactants needed to synthesize it. The reactants are: C([Li])CCC.C(NC(C)C)(C)C.[C:13]1([C:35]2[CH:40]=[CH:39][CH:38]=[CH:37][CH:36]=2)[CH:18]=[CH:17][C:16]([CH2:19][C@H:20]2[N:24]([CH2:25]C3C=CC(OC)=CC=3)[C:23](=O)[CH2:22][CH2:21]2)=[CH:15][CH:14]=1.[C:41](Cl)(=O)[C:42]1[CH:47]=[CH:46][CH:45]=[CH:44][CH:43]=1.C=O.[C:52]([O-:55])([O-])=O.[K+].[K+]. (4) Given the product [CH3:8][C:4]1[CH:5]=[CH:6][CH:7]=[C:2]([CH3:1])[C:3]=1[C:9]1[CH:14]=[CH:13][CH:12]=[C:11]([CH2:15][NH:16][C:17]2[N:22]=[CH:21][C:20]([CH2:23][CH2:24][C:25]([OH:27])=[O:26])=[CH:19][CH:18]=2)[CH:10]=1, predict the reactants needed to synthesize it. The reactants are: [CH3:1][C:2]1[CH:7]=[CH:6][CH:5]=[C:4]([CH3:8])[C:3]=1[C:9]1[CH:14]=[CH:13][CH:12]=[C:11]([CH2:15][NH:16][C:17]2[N:22]=[CH:21][C:20]([CH2:23][CH2:24][C:25]([O:27]C)=[O:26])=[CH:19][CH:18]=2)[CH:10]=1.[OH-].[Na+].O.Cl. (5) Given the product [F:22][C:23]([F:32])([F:33])[C:24]1[CH:31]=[CH:30][C:27]([CH2:28][N:1]2[CH2:6][CH2:5][CH2:4][CH2:3][C@@H:2]2[C:7]([NH:9][C@H:10]([C:12]2[CH:13]=[CH:14][C:15]([C:16]([O:18][CH3:19])=[O:17])=[CH:20][CH:21]=2)[CH3:11])=[O:8])=[CH:26][CH:25]=1, predict the reactants needed to synthesize it. The reactants are: [NH:1]1[CH2:6][CH2:5][CH2:4][CH2:3][C@@H:2]1[C:7]([NH:9][C@H:10]([C:12]1[CH:21]=[CH:20][C:15]([C:16]([O:18][CH3:19])=[O:17])=[CH:14][CH:13]=1)[CH3:11])=[O:8].[F:22][C:23]([F:33])([F:32])[C:24]1[CH:31]=[CH:30][C:27]([CH2:28]Br)=[CH:26][CH:25]=1.C([O-])([O-])=O.[Na+].[Na+]. (6) Given the product [C:1]([OH:13])(=[O:12])[CH2:2][C:3]([CH2:8][C:9]([OH:11])=[O:10])([C:5]([OH:7])=[O:6])[OH:4].[S:14]1[CH:18]=[CH:17][C:16]2[C:19]([N:23]3[CH2:24][CH2:25][N:26]([CH2:29][CH2:30][CH2:31][CH2:32][O:33][C:34]4[CH:43]=[C:42]5[C:37]([CH:38]=[CH:39][C:40](=[O:44])[NH:41]5)=[CH:36][CH:35]=4)[CH2:27][CH2:28]3)=[CH:20][CH:21]=[CH:22][C:15]1=2, predict the reactants needed to synthesize it. The reactants are: [C:1]([OH:13])(=[O:12])[CH2:2][C:3]([CH2:8][C:9]([OH:11])=[O:10])([C:5]([OH:7])=[O:6])[OH:4].[S:14]1[CH:18]=[CH:17][C:16]2[C:19]([N:23]3[CH2:28][CH2:27][N:26]([CH2:29][CH2:30][CH2:31][CH2:32][O:33][C:34]4[CH:43]=[C:42]5[C:37]([CH:38]=[CH:39][C:40](=[O:44])[NH:41]5)=[CH:36][CH:35]=4)[CH2:25][CH2:24]3)=[CH:20][CH:21]=[CH:22][C:15]1=2. (7) The reactants are: [Cl:1][C:2]1[CH:3]=[N:4][C:5]([N:8]2[CH2:13][CH2:12][CH:11]([NH:14][CH:15]3[CH2:17][CH2:16]3)[CH2:10][CH2:9]2)=[N:6][CH:7]=1.[F:18][C:19]1[CH:20]=[C:21]([CH:25]=[CH:26][C:27]=1[N:28]1[C:32]([CH3:33])=[N:31][CH:30]=[N:29]1)[C:22](O)=[O:23]. Given the product [Cl:1][C:2]1[CH:3]=[N:4][C:5]([N:8]2[CH2:13][CH2:12][CH:11]([N:14]([CH:15]3[CH2:17][CH2:16]3)[C:22](=[O:23])[C:21]3[CH:25]=[CH:26][C:27]([N:28]4[C:32]([CH3:33])=[N:31][CH:30]=[N:29]4)=[C:19]([F:18])[CH:20]=3)[CH2:10][CH2:9]2)=[N:6][CH:7]=1, predict the reactants needed to synthesize it.